Dataset: Full USPTO retrosynthesis dataset with 1.9M reactions from patents (1976-2016). Task: Predict the reactants needed to synthesize the given product. (1) Given the product [F:35][C:2]([F:36])([F:1])[C:3]1[CH:4]=[C:5]([CH:28]=[C:29]([C:31]([F:32])([F:33])[F:34])[CH:30]=1)[CH2:6][N:7]([CH2:14][C:15]1[C:16]([C:26]([CH2:37][CH3:38])=[O:46])=[N:17][C:18]2[C:23]([CH:24]=1)=[CH:22][CH:21]=[C:20]([F:25])[CH:19]=2)[C:8]1[N:9]=[N:10][N:11]([CH3:13])[N:12]=1, predict the reactants needed to synthesize it. The reactants are: [F:1][C:2]([F:36])([F:35])[C:3]1[CH:4]=[C:5]([CH:28]=[C:29]([C:31]([F:34])([F:33])[F:32])[CH:30]=1)[CH2:6][N:7]([CH2:14][C:15]1[C:16]([C:26]#N)=[N:17][C:18]2[C:23]([CH:24]=1)=[CH:22][CH:21]=[C:20]([F:25])[CH:19]=2)[C:8]1[N:9]=[N:10][N:11]([CH3:13])[N:12]=1.[CH3:37][CH2:38][Mg+].[Br-].[NH4+].[Cl-].C1C[O:46]CC1. (2) Given the product [CH3:13][O:5][C:4](=[O:6])[C:3]1[CH:7]=[CH:8][CH:9]=[N:10][C:2]=1[Cl:1], predict the reactants needed to synthesize it. The reactants are: [Cl:1][C:2]1[N:10]=[CH:9][CH:8]=[CH:7][C:3]=1[C:4]([OH:6])=[O:5].CO.[CH3:13][Si](C=[N+]=[N-])(C)C. (3) Given the product [Br:1][CH2:2][C:3]([N:6]1[CH2:11][CH2:10][O:9][CH2:8][CH2:7]1)=[O:4], predict the reactants needed to synthesize it. The reactants are: [Br:1][CH2:2][C:3](Br)=[O:4].[NH:6]1[CH2:11][CH2:10][O:9][CH2:8][CH2:7]1. (4) Given the product [F:16][C:17]1[CH:22]=[CH:21][C:20]([C:2]2[CH:11]=[CH:10][N:9]=[C:8]3[C:3]=2[CH:4]=[CH:5][C:6]([C:12]([F:15])([F:14])[F:13])=[N:7]3)=[CH:19][C:18]=1[C:32]1[CH:37]=[CH:36][N:35]=[CH:34][C:33]=1[F:38], predict the reactants needed to synthesize it. The reactants are: Cl[C:2]1[CH:11]=[CH:10][N:9]=[C:8]2[C:3]=1[CH:4]=[CH:5][C:6]([C:12]([F:15])([F:14])[F:13])=[N:7]2.[F:16][C:17]1[CH:22]=[CH:21][C:20](B2OC(C)(C)C(C)(C)O2)=[CH:19][C:18]=1[C:32]1[CH:37]=[CH:36][N:35]=[CH:34][C:33]=1[F:38]. (5) Given the product [CH3:1][C:2]1[C:10]2[C:5](=[N:6][CH:7]=[C:8]([C:24]3[CH:25]=[CH:26][CH:27]=[CH:28][CH:29]=3)[C:9]=2[N:11]2[CH2:12][CH2:13][NH:14][CH2:15][CH2:16]2)[NH:4][CH:3]=1, predict the reactants needed to synthesize it. The reactants are: [CH3:1][C:2]1[C:10]2[C:5](=[N:6][CH:7]=[C:8]([C:24]3[CH:29]=[CH:28][CH:27]=[CH:26][CH:25]=3)[C:9]=2[N:11]2[CH2:16][CH2:15][N:14](C(OC(C)(C)C)=O)[CH2:13][CH2:12]2)[NH:4][CH:3]=1.C(O)(C(F)(F)F)=O.